Task: Predict which catalyst facilitates the given reaction.. Dataset: Catalyst prediction with 721,799 reactions and 888 catalyst types from USPTO The catalyst class is: 13. Product: [F:3][C:4]1[CH:5]=[CH:6][C:7]([C:10]2[N:11]=[C:12](/[CH:20]=[CH:21]/[C:22]3[CH:27]=[CH:26][C:25]([N:28]4[CH:32]=[C:31]([CH3:33])[N:30]=[CH:29]4)=[C:24]([O:34][CH3:35])[CH:23]=3)[N:13]3[CH2:18][CH2:17][N:16]([CH3:39])[C:15](=[O:19])[C:14]=23)=[CH:8][CH:9]=1. Reactant: [H-].[Na+].[F:3][C:4]1[CH:9]=[CH:8][C:7]([C:10]2[N:11]=[C:12](/[CH:20]=[CH:21]/[C:22]3[CH:27]=[CH:26][C:25]([N:28]4[CH:32]=[C:31]([CH3:33])[N:30]=[CH:29]4)=[C:24]([O:34][CH3:35])[CH:23]=3)[N:13]3[CH2:18][CH2:17][NH:16][C:15](=[O:19])[C:14]=23)=[CH:6][CH:5]=1.CI.O.[C:39](=O)(O)[O-].[Na+].